This data is from Forward reaction prediction with 1.9M reactions from USPTO patents (1976-2016). The task is: Predict the product of the given reaction. (1) Given the reactants [CH3:1][O:2][C:3]1[CH:4]=[C:5]([CH2:11][CH2:12][NH2:13])[CH:6]=[CH:7][C:8]=1[O:9][CH3:10].[CH2:14]1[O:22][C:21]2[CH:20]=[CH:19][C:18]([CH2:23][C:24](O)=[O:25])=[CH:17][C:16]=2[O:15]1, predict the reaction product. The product is: [CH3:1][O:2][C:3]1[CH:4]=[C:5]([CH2:11][CH2:12][NH:13][C:24](=[O:25])[CH2:23][C:18]2[CH:19]=[CH:20][C:21]3[O:22][CH2:14][O:15][C:16]=3[CH:17]=2)[CH:6]=[CH:7][C:8]=1[O:9][CH3:10]. (2) Given the reactants [I:1][C:2]1[CH:10]=[CH:9][CH:8]=[CH:7][C:3]=1[C:4]([OH:6])=O.CC1C(C)=CC=CC=1C([NH:16][C:17]1[CH:22]=[CH:21][C:20]([N:23]2[C:29]3[CH:30]=[CH:31][CH:32]=[C:33]([CH3:34])[C:28]=3[NH:27][C:26](=[O:35])[CH2:25][C:24]2=[O:36])=[CH:19][CH:18]=1)=O.I[C:43]1C=CC=CC=1C(Cl)=O, predict the reaction product. The product is: [CH3:34][C:33]1[C:28]2[NH:27][C:26](=[O:35])[CH2:25][C:24](=[O:36])[N:23]([C:20]3[CH:19]=[CH:18][C:17]([NH:16][C:4](=[O:6])[C:3]4[CH:7]=[CH:8][CH:9]=[CH:10][C:2]=4[I:1])=[CH:22][CH:21]=3)[C:29]=2[CH:30]=[CH:31][C:32]=1[CH3:43]. (3) Given the reactants C(OC([N:8]1[CH2:13][CH2:12][CH:11]([N:14]2[CH2:17][C:16]([F:19])([F:18])[CH2:15]2)[CH2:10][CH2:9]1)=O)(C)(C)C, predict the reaction product. The product is: [F:19][C:16]1([F:18])[CH2:17][N:14]([CH:11]2[CH2:10][CH2:9][NH:8][CH2:13][CH2:12]2)[CH2:15]1. (4) Given the reactants [C:1]([C:3]1[C:4]2[C:8]([CH:9]=[CH:10][CH:11]=1)=[N:7][N:6]1[C:12]([CH:17]3[CH2:22][CH2:21][N:20](C(OC(C)(C)C)=O)[CH2:19][CH2:18]3)=[CH:13][C:14](=[O:16])[NH:15][C:5]=21)#[N:2].[C:30]([OH:36])([C:32]([F:35])([F:34])[F:33])=[O:31], predict the reaction product. The product is: [F:33][C:32]([F:35])([F:34])[C:30]([OH:36])=[O:31].[O:16]=[C:14]1[CH:13]=[C:12]([CH:17]2[CH2:22][CH2:21][NH:20][CH2:19][CH2:18]2)[N:6]2[N:7]=[C:8]3[C:4]([C:3]([C:1]#[N:2])=[CH:11][CH:10]=[CH:9]3)=[C:5]2[NH:15]1. (5) Given the reactants [SH2:1].[C:2]([C:4]1[CH:28]=[CH:27][C:7]([O:8][CH2:9][CH2:10][CH2:11][O:12][C:13]2[CH:14]=[C:15]3[C:19](=[CH:20][CH:21]=2)[N:18]([CH2:22][C:23]([O:25][CH3:26])=[O:24])[CH:17]=[CH:16]3)=[C:6]([CH2:29][CH2:30][CH3:31])[CH:5]=1)#[N:3].C(NCC)C, predict the reaction product. The product is: [NH2:3][C:2]([C:4]1[CH:28]=[CH:27][C:7]([O:8][CH2:9][CH2:10][CH2:11][O:12][C:13]2[CH:14]=[C:15]3[C:19](=[CH:20][CH:21]=2)[N:18]([CH2:22][C:23]([O:25][CH3:26])=[O:24])[CH:17]=[CH:16]3)=[C:6]([CH2:29][CH2:30][CH3:31])[CH:5]=1)=[S:1].